From a dataset of Cav3 T-type calcium channel HTS with 100,875 compounds. Binary Classification. Given a drug SMILES string, predict its activity (active/inactive) in a high-throughput screening assay against a specified biological target. (1) The compound is s1c(NC(=O)CCC(O)=O)nc(c2ccccc2)c1. The result is 0 (inactive). (2) The compound is Brc1oc(C(=O)N2CCN(CC2)Cc2cc3OCOc3cc2)cc1. The result is 0 (inactive). (3) The compound is s1c2nc3c(CN(CC3)C)cc2c(N)c1C(=O)CC(OC(C)C)=O. The result is 0 (inactive). (4) The molecule is S(=O)(=O)(N(CC(=O)Nc1ccc(F)cc1)C)c1c(onc1C)C. The result is 0 (inactive). (5) The molecule is Brc1cc(CNc2ccc(cc2)C)ccc1OC. The result is 0 (inactive). (6) The compound is S(c1n(c(nn1)c1cccnc1)C)CC(=O)Nc1c(OC)ccc(NC(=O)C)c1. The result is 0 (inactive).